Task: Predict the product of the given reaction.. Dataset: Forward reaction prediction with 1.9M reactions from USPTO patents (1976-2016) (1) Given the reactants C1(NC2CCCCC2)CCCCC1.C(O[C:22]([NH:24][CH2:25][CH:26]([NH:30][C:31]([O:33][C:34]([CH3:37])([CH3:36])[CH3:35])=[O:32])[C:27]([OH:29])=[O:28])=O)C1C=CC=CC=1.COC(=O)CN1C2C=CC=CC=2NC[C@H](NC(OC(C)(C)C)=O)C1=O.Cl[C:64]1([N+:70]([O-:72])=[O:71])[CH:69]=[CH:68][CH:67]=[N:66]C1, predict the reaction product. The product is: [C:34]([O:33][C:31]([NH:30][CH:26]([CH2:25][NH:24][C:22]1[C:64]([N+:70]([O-:72])=[O:71])=[CH:69][CH:68]=[CH:67][N:66]=1)[C:27]([OH:29])=[O:28])=[O:32])([CH3:35])([CH3:36])[CH3:37]. (2) Given the reactants [F:1][C:2]1[CH:3]=[C:4](B(O)O)[CH:5]=[CH:6][C:7]=1[F:8].Br[C:13]1[CH:14]=[CH:15][C:16]2[N:20]=[C:19]([N:21]3[CH2:26][CH2:25][N:24]([C:27]4[C:32]([C:33]([F:36])([F:35])[F:34])=[CH:31][CH:30]=[CH:29][N:28]=4)[CH2:23][CH2:22]3)[NH:18][C:17]=2[CH:37]=1.[Cl-].[Li+].C(=O)([O-])[O-].[Na+].[Na+], predict the reaction product. The product is: [F:1][C:2]1[CH:3]=[C:4]([C:13]2[CH:14]=[CH:15][C:16]3[N:20]=[C:19]([N:21]4[CH2:22][CH2:23][N:24]([C:27]5[C:32]([C:33]([F:36])([F:34])[F:35])=[CH:31][CH:30]=[CH:29][N:28]=5)[CH2:25][CH2:26]4)[NH:18][C:17]=3[CH:37]=2)[CH:5]=[CH:6][C:7]=1[F:8]. (3) Given the reactants [F:1][C:2]([F:7])([F:6])[C:3]([OH:5])=[O:4].FC(F)(F)C(O)=O.[Cl:15][C:16]1[CH:17]=[N:18][C:19]2[NH:20][C:21]3[CH:22]=[CH:23][CH:24]=[C:25]([CH:47]=3)[CH2:26][CH2:27][C:28]3[CH:36]=[C:32]([NH:33][C:34]=1[N:35]=2)[CH:31]=[CH:30][C:29]=3[NH:37][C:38](=[O:46])[CH2:39][CH:40]1[CH2:45][CH2:44][NH:43][CH2:42][CH2:41]1.[C:48]1([N:54]=[C:55]=[O:56])[CH:53]=[CH:52][CH:51]=[CH:50][CH:49]=1, predict the reaction product. The product is: [F:1][C:2]([F:7])([F:6])[C:3]([OH:5])=[O:4].[Cl:15][C:16]1[CH:17]=[N:18][C:19]2[NH:20][C:21]3[CH:22]=[CH:23][CH:24]=[C:25]([CH:47]=3)[CH2:26][CH2:27][C:28]3[CH:36]=[C:32]([NH:33][C:34]=1[N:35]=2)[CH:31]=[CH:30][C:29]=3[NH:37][C:38](=[O:46])[CH2:39][CH:40]1[CH2:45][CH2:44][N:43]([C:55]([NH:54][C:48]2[CH:53]=[CH:52][CH:51]=[CH:50][CH:49]=2)=[O:56])[CH2:42][CH2:41]1. (4) Given the reactants [Cl:1][C:2]1[CH:8]=[C:7]([O:9][C:10]2[S:14][N:13]=[C:12]([C:15]3([Cl:18])[CH2:17][CH2:16]3)[N:11]=2)[C:6]([CH3:19])=[CH:5][C:3]=1[NH2:4].CO[CH:22](OC)[N:23]([CH2:25][CH3:26])[CH3:24], predict the reaction product. The product is: [Cl:1][C:2]1[CH:8]=[C:7]([O:9][C:10]2[S:14][N:13]=[C:12]([C:15]3([Cl:18])[CH2:16][CH2:17]3)[N:11]=2)[C:6]([CH3:19])=[CH:5][C:3]=1[N:4]=[CH:22][N:23]([CH2:25][CH3:26])[CH3:24]. (5) Given the reactants [CH3:1][O:2][C:3](=[O:13])[C:4]1[CH:9]=[CH:8][C:7]([CH2:10][C:11]#[N:12])=[CH:6][CH:5]=1.[N-:14]=[N+:15]=[N-:16].[Na+].Cl.C(N(CC)CC)C, predict the reaction product. The product is: [CH3:1][O:2][C:3](=[O:13])[C:4]1[CH:9]=[CH:8][C:7]([CH2:10][C:11]2[NH:16][N:15]=[N:14][N:12]=2)=[CH:6][CH:5]=1.